Dataset: Forward reaction prediction with 1.9M reactions from USPTO patents (1976-2016). Task: Predict the product of the given reaction. (1) Given the reactants S(=O)(=O)(O)O.[Cl:6][C:7]1[CH:12]=[C:11]([Cl:13])[C:10]([O:14][CH3:15])=[CH:9][C:8]=1[CH2:16][C:17]([OH:19])=[O:18].[CH3:20]O, predict the reaction product. The product is: [Cl:6][C:7]1[CH:12]=[C:11]([Cl:13])[C:10]([O:14][CH3:15])=[CH:9][C:8]=1[CH2:16][C:17]([O:19][CH3:20])=[O:18]. (2) The product is: [CH3:9][O:10][C:11]1[CH:12]=[C:13]([C:19]2[C:20](=[O:21])[C:22]3[C:4]([O:7][CH:8]=2)=[C:24]2[C:29](=[CH:30][CH:31]=3)[O:28][C:27]([CH3:32])([CH3:33])[CH:26]=[CH:25]2)[CH:14]=[CH:15][C:16]=1[O:17][CH3:18]. Given the reactants CN([CH:4]([O:7][CH3:8])OC)C.[CH3:9][O:10][C:11]1[CH:12]=[C:13]([CH2:19][C:20]([C:22]2C(O)=[C:24]3[C:29](=[CH:30][CH:31]=2)[O:28][C:27]([CH3:33])([CH3:32])[CH:26]=[CH:25]3)=[O:21])[CH:14]=[CH:15][C:16]=1[O:17][CH3:18], predict the reaction product. (3) Given the reactants [C:1]([O:5][C:6](=[O:40])[C:7]1[CH:19]=[C:18]([O:20][CH2:21][CH2:22][CH2:23][CH2:24][CH2:25][CH2:26][CH2:27][CH2:28][CH2:29][C:30](ON2C(=O)CCC2=O)=[O:31])[CH:17]=[C:9]([C:10]([O:12][C:13]([CH3:16])([CH3:15])[CH3:14])=[O:11])[CH:8]=1)([CH3:4])([CH3:3])[CH3:2].[NH2:41][CH2:42][CH2:43][CH2:44][C:45]([OH:47])=[O:46].CCN(C(C)C)C(C)C, predict the reaction product. The product is: [C:13]([O:12][C:10](=[O:11])[C:9]1[CH:17]=[C:18]([O:20][CH2:21][CH2:22][CH2:23][CH2:24][CH2:25][CH2:26][CH2:27][CH2:28][CH2:29][C:30](=[O:31])[NH:41][CH2:42][CH2:43][CH2:44][C:45]([OH:47])=[O:46])[CH:19]=[C:7]([C:6]([O:5][C:1]([CH3:2])([CH3:4])[CH3:3])=[O:40])[CH:8]=1)([CH3:14])([CH3:15])[CH3:16]. (4) Given the reactants [N:1]1[CH:6]=[CH:5][CH:4]=[C:3]([NH:7][C:8]2[S:12][CH:11]=[N:10][C:9]=2[C:13](O)=O)[CH:2]=1.C(N(C(C)C)CC)(C)C.[CH3:25][C:26]1[CH:31]=[CH:30][CH:29]=[C:28]([NH2:32])[C:27]=1[NH2:33].CN(C(ON1N=NC2C=CC=CC1=2)=[N+](C)C)C.[B-](F)(F)(F)F, predict the reaction product. The product is: [CH3:25][C:26]1[C:27]2[N:33]=[C:13]([C:9]3[N:10]=[CH:11][S:12][C:8]=3[NH:7][C:3]3[CH:2]=[N:1][CH:6]=[CH:5][CH:4]=3)[NH:32][C:28]=2[CH:29]=[CH:30][CH:31]=1. (5) Given the reactants [Cl:1][C:2]1[CH:29]=[C:28]([C:30]2[CH2:35][CH2:34][C:33](=[O:36])[NH:32][N:31]=2)[CH:27]=[CH:26][C:3]=1[O:4][CH2:5][C:6]([NH:8][CH2:9][CH2:10][NH:11][C:12](=[O:25])[CH2:13][C:14]1[CH:19]=[CH:18][C:17]([O:20][CH2:21][C@@H:22]2[CH2:24][O:23]2)=[CH:16][CH:15]=1)=[O:7].[CH:37]([NH2:40])([CH3:39])[CH3:38], predict the reaction product. The product is: [Cl:1][C:2]1[CH:29]=[C:28]([C:30]2[CH2:35][CH2:34][C:33](=[O:36])[NH:32][N:31]=2)[CH:27]=[CH:26][C:3]=1[O:4][CH2:5][C:6]([NH:8][CH2:9][CH2:10][NH:11][C:12](=[O:25])[CH2:13][C:14]1[CH:19]=[CH:18][C:17]([O:20][CH2:21][C@@H:22]([OH:23])[CH2:24][NH:40][CH:37]([CH3:39])[CH3:38])=[CH:16][CH:15]=1)=[O:7]. (6) Given the reactants [Cl:1][C:2]1[CH:3]=[C:4]([C:17]2[N:21]([CH2:22][O:23][CH2:24][CH2:25][Si:26]([CH3:29])([CH3:28])[CH3:27])[C:20]3[CH:30]=[C:31]([C:34](OC)=[O:35])[CH:32]=[CH:33][C:19]=3[N:18]=2)[C:5](=[O:16])[N:6]([CH2:8][O:9][CH2:10][CH2:11][Si:12]([CH3:15])([CH3:14])[CH3:13])[N:7]=1, predict the reaction product. The product is: [Cl:1][C:2]1[CH:3]=[C:4]([C:17]2[N:21]([CH2:22][O:23][CH2:24][CH2:25][Si:26]([CH3:27])([CH3:28])[CH3:29])[C:20]3[CH:30]=[C:31]([CH:34]=[O:35])[CH:32]=[CH:33][C:19]=3[N:18]=2)[C:5](=[O:16])[N:6]([CH2:8][O:9][CH2:10][CH2:11][Si:12]([CH3:15])([CH3:14])[CH3:13])[N:7]=1.